This data is from Forward reaction prediction with 1.9M reactions from USPTO patents (1976-2016). The task is: Predict the product of the given reaction. (1) Given the reactants [OH:1][C:2]([C:50]1[CH:55]=[CH:54][CH:53]=[CH:52][CH:51]=1)([C:44]1[CH:49]=[CH:48][CH:47]=[CH:46][CH:45]=1)[C:3]1[S:7][C:6]([C:8]([NH:10][C@@H:11]([CH2:19][CH2:20][CH2:21][NH:22][C:23]([NH:25]S(C2C(C)=C3C(=C(C)C=2C)OC(C)(C)CC3)(=O)=O)=[NH:24])[C:12]([O:14]C(C)(C)C)=[O:13])=[O:9])=[CH:5][CH:4]=1.[C:56]([OH:62])([C:58]([F:61])([F:60])[F:59])=[O:57], predict the reaction product. The product is: [NH:22]([CH2:21][CH2:20][CH2:19][C@H:11]([NH:10][C:8]([C:6]1[S:7][C:3]([C:2]([OH:1])([C:44]2[CH:45]=[CH:46][CH:47]=[CH:48][CH:49]=2)[C:50]2[CH:55]=[CH:54][CH:53]=[CH:52][CH:51]=2)=[CH:4][CH:5]=1)=[O:9])[C:12]([OH:14])=[O:13])[C:23]([NH2:25])=[NH:24].[C:56]([OH:62])([C:58]([F:61])([F:60])[F:59])=[O:57]. (2) The product is: [CH3:26][N:2]([CH3:1])[C:3]([C:5]1[CH:17]=[C:16]([OH:18])[C:8]2[N:9]=[C:10]([CH3:15])[N:11]([CH2:12][O:13][CH3:14])[C:7]=2[CH:6]=1)=[O:4]. Given the reactants [CH3:1][N:2]([CH3:26])[C:3]([C:5]1[CH:17]=[C:16]([O:18]CC2C=CC=CC=2)[C:8]2[N:9]=[C:10]([CH3:15])[N:11]([CH2:12][O:13][CH3:14])[C:7]=2[CH:6]=1)=[O:4].C(O)(=O)C, predict the reaction product. (3) Given the reactants [S:1]1(=[O:11])(=[O:10])[C:5]2[CH:6]=[CH:7][CH:8]=[CH:9][C:4]=2[CH:3]=[N:2]1.[Br:12][C:13]1[CH:19]=[CH:18][C:16]([NH2:17])=[CH:15][CH:14]=1, predict the reaction product. The product is: [Br:12][C:13]1[CH:19]=[CH:18][C:16]([NH:17][C:3]2[C:4]3[CH:9]=[CH:8][CH:7]=[CH:6][C:5]=3[S:1](=[O:10])(=[O:11])[N:2]=2)=[CH:15][CH:14]=1. (4) Given the reactants [F:1][C:2]1[CH:3]=[C:4]([NH:27]C(=O)C)[CH:5]=[CH:6][C:7]=1[C:8](=[O:26])[CH2:9][N:10]1[C:14](=[O:15])[C:13]([C:19]2[CH:24]=[CH:23][CH:22]=[CH:21][CH:20]=2)([CH2:16][CH2:17][CH3:18])[N:12]=[C:11]1[CH3:25].Cl, predict the reaction product. The product is: [NH2:27][C:4]1[CH:5]=[CH:6][C:7]([C:8](=[O:26])[CH2:9][N:10]2[C:14](=[O:15])[C:13]([C:19]3[CH:24]=[CH:23][CH:22]=[CH:21][CH:20]=3)([CH2:16][CH2:17][CH3:18])[N:12]=[C:11]2[CH3:25])=[C:2]([F:1])[CH:3]=1. (5) Given the reactants C([O:3][C:4](=[O:32])[CH:5]([O:29][CH2:30][CH3:31])[CH2:6][C:7]1[CH:12]=[CH:11][C:10]([O:13][CH2:14][CH2:15][C:16]2[S:20][C:19]([C:21]3[CH:26]=[CH:25][CH:24]=[CH:23][CH:22]=3)=[N:18][C:17]=2[CH3:27])=[CH:9][C:8]=1[CH3:28])C.[Li+].[OH-], predict the reaction product. The product is: [CH2:30]([O:29][CH:5]([CH2:6][C:7]1[CH:12]=[CH:11][C:10]([O:13][CH2:14][CH2:15][C:16]2[S:20][C:19]([C:21]3[CH:26]=[CH:25][CH:24]=[CH:23][CH:22]=3)=[N:18][C:17]=2[CH3:27])=[CH:9][C:8]=1[CH3:28])[C:4]([OH:32])=[O:3])[CH3:31]. (6) Given the reactants Br[CH2:2][O:3][C:4]1[CH:9]=[CH:8][CH:7]=[CH:6][CH:5]=1.C([Mg]Cl)(C)C.[CH:15](N1CCCCC1)=[O:16], predict the reaction product. The product is: [CH3:2][O:3][C:4]1[CH:9]=[CH:8][CH:7]=[CH:6][C:5]=1[CH:15]=[O:16].